From a dataset of Forward reaction prediction with 1.9M reactions from USPTO patents (1976-2016). Predict the product of the given reaction. Given the reactants [N:1]1([CH2:7][CH2:8][N:9]2[C:13]3[CH:14]=[CH:15][C:16](B4OC(C)(C)C(C)(C)O4)=[CH:17][C:12]=3[NH:11][C:10]2=[O:27])[CH2:6][CH2:5][O:4][CH2:3][CH2:2]1.Br[CH:29]=[C:30]1[C:36]2[CH:37]=[CH:38][CH:39]=[CH:40][C:35]=2[CH2:34][O:33][C:32]2[CH:41]=[C:42]([F:45])[CH:43]=[CH:44][C:31]1=2.C([O-])([O-])=O.[Na+].[Na+], predict the reaction product. The product is: [F:45][C:42]1[CH:43]=[CH:44][C:31]2[C:30](=[CH:29][C:16]3[CH:15]=[CH:14][C:13]4[N:9]([CH2:8][CH2:7][N:1]5[CH2:2][CH2:3][O:4][CH2:5][CH2:6]5)[C:10](=[O:27])[NH:11][C:12]=4[CH:17]=3)[C:36]3[CH:37]=[CH:38][CH:39]=[CH:40][C:35]=3[CH2:34][O:33][C:32]=2[CH:41]=1.